This data is from Reaction yield outcomes from USPTO patents with 853,638 reactions. The task is: Predict the reaction yield, written as a fraction of the theoretical maximum amount of product (1.0 means a 100% yield; for example, 0.34 means a 34% yield). (1) The reactants are [OH:1][C:2]1([CH2:36][CH:37]=C)[CH2:7][CH2:6][CH:5]([N:8]2[C:13](=[O:14])[C:12]([CH2:15][C:16]3[CH:21]=[CH:20][C:19]([C:22]4[C:23]([C:28]#[N:29])=[CH:24][CH:25]=[CH:26][CH:27]=4)=[CH:18][CH:17]=3)=[C:11]([CH2:30][CH2:31][CH3:32])[N:10]3[N:33]=[CH:34][N:35]=[C:9]23)[CH2:4][CH2:3]1.I([O-])(=O)(=O)=[O:40].[Na+].CC(C)=O.C(#N)C. The catalyst is C(OCC)(=O)C.O.[Os]=O. The product is [OH:1][C:2]1([CH2:36][CH2:37][OH:40])[CH2:7][CH2:6][CH:5]([N:8]2[C:13](=[O:14])[C:12]([CH2:15][C:16]3[CH:17]=[CH:18][C:19]([C:22]4[C:23]([C:28]#[N:29])=[CH:24][CH:25]=[CH:26][CH:27]=4)=[CH:20][CH:21]=3)=[C:11]([CH2:30][CH2:31][CH3:32])[N:10]3[N:33]=[CH:34][N:35]=[C:9]23)[CH2:4][CH2:3]1. The yield is 0.360. (2) The reactants are [C:1]([O:5][C:6](=[O:28])[C@@H:7]([N:10]1[CH:15]=[CH:14][CH:13]=[C:12]([NH:16][C:17]([O:19][CH2:20][C:21]2[CH:26]=[CH:25][CH:24]=[CH:23][CH:22]=2)=[O:18])[C:11]1=[O:27])[CH2:8][CH3:9])([CH3:4])([CH3:3])[CH3:2].[H-].[Na+].[CH2:31](I)[CH2:32][CH3:33]. The catalyst is CN(C=O)C. The product is [C:1]([O:5][C:6](=[O:28])[C@@H:7]([N:10]1[CH:15]=[CH:14][CH:13]=[C:12]([N:16]([C:17]([O:19][CH2:20][C:21]2[CH:22]=[CH:23][CH:24]=[CH:25][CH:26]=2)=[O:18])[CH2:31][CH2:32][CH3:33])[C:11]1=[O:27])[CH2:8][CH3:9])([CH3:2])([CH3:3])[CH3:4]. The yield is 0.400. (3) The reactants are [NH2:1][C:2]1[N:10]=[C:9]([O:11][CH2:12][CH2:13][O:14][CH3:15])[N:8]=[C:7]2[C:3]=1[N:4]=[CH:5][N:6]2[CH2:16][C:17]1[CH:31]=[CH:30][C:20]([CH2:21][P:22](=[O:29])([O:26][CH2:27][CH3:28])[O:23][CH2:24][CH3:25])=[CH:19][CH:18]=1.C([O-])(=O)C.[Na+].[Br:37]Br. The catalyst is C(O)(=O)C. The product is [NH2:1][C:2]1[N:10]=[C:9]([O:11][CH2:12][CH2:13][O:14][CH3:15])[N:8]=[C:7]2[C:3]=1[N:4]=[C:5]([Br:37])[N:6]2[CH2:16][C:17]1[CH:31]=[CH:30][C:20]([CH2:21][P:22](=[O:29])([O:23][CH2:24][CH3:25])[O:26][CH2:27][CH3:28])=[CH:19][CH:18]=1. The yield is 0.140. (4) The reactants are Br[C:2]1[CH:3]=[CH:4][C:5](OCCCCCCC)=[C:6]([CH:38]=1)[C:7]([NH:9][C@@H:10]([CH2:14][C:15]1[CH:20]=[CH:19][C:18]([C:21]2[CH:26]=[CH:25][CH:24]=[CH:23][C:22]=2OC2C=CC(C(F)(F)F)=CC=2)=[CH:17][CH:16]=1)[C:11]([OH:13])=[O:12])=[O:8].[CH2:47]([C:49]1[CH:54]=[CH:53][C:52](B(O)O)=[CH:51][CH:50]=1)[CH3:48]. No catalyst specified. The product is [C:18]1([C:21]2[CH:26]=[CH:25][CH:24]=[CH:23][CH:22]=2)[CH:17]=[CH:16][C:15]([CH2:14][C@H:10]([NH:9][C:7]([C:6]2[CH:38]=[C:2]([C:51]3[CH:52]=[CH:53][CH:54]=[C:49]([CH2:47][CH3:48])[CH:50]=3)[CH:3]=[CH:4][CH:5]=2)=[O:8])[C:11]([OH:13])=[O:12])=[CH:20][CH:19]=1. The yield is 0.850. (5) The reactants are [Cl:1][C:2]1[CH:3]=[C:4]2[C:8](=[C:9]([CH2:11]O)[CH:10]=1)[N:7]([CH2:13][CH:14]([CH3:16])[CH3:15])[N:6]=[CH:5]2.[CH3:17][O:18][C:19]([C:21]1[CH:29]=[CH:28][C:24]2[NH:25][CH:26]=[N:27][C:23]=2[CH:22]=1)=[O:20]. No catalyst specified. The product is [CH3:17][O:18][C:19]([C:21]1[CH:29]=[CH:28][C:24]2[N:25]([CH2:11][C:9]3[CH:10]=[C:2]([Cl:1])[CH:3]=[C:4]4[C:8]=3[N:7]([CH2:13][CH:14]([CH3:16])[CH3:15])[N:6]=[CH:5]4)[CH:26]=[N:27][C:23]=2[CH:22]=1)=[O:20]. The yield is 0.400. (6) The reactants are [C:1]([C:5]1[CH:32]=[CH:31][C:8]([CH2:9][N:10]([CH2:22][CH2:23][C:24]2[CH:29]=[CH:28][C:27]([F:30])=[CH:26][CH:25]=2)[C:11]([C:13]2[CH:14]=[CH:15][CH:16]=[C:17]3[C:21]=2[NH:20][CH:19]=[CH:18]3)=[O:12])=[CH:7][CH:6]=1)([CH3:4])([CH3:3])[CH3:2].[BH4-].[Na+].[OH-].[Na+]. The catalyst is C(O)(=O)C. The product is [C:1]([C:5]1[CH:6]=[CH:7][C:8]([CH2:9][N:10]([CH2:22][CH2:23][C:24]2[CH:25]=[CH:26][C:27]([F:30])=[CH:28][CH:29]=2)[C:11]([C:13]2[CH:14]=[CH:15][CH:16]=[C:17]3[C:21]=2[NH:20][CH2:19][CH2:18]3)=[O:12])=[CH:31][CH:32]=1)([CH3:4])([CH3:2])[CH3:3]. The yield is 0.450. (7) The reactants are [CH3:1][S:2]([C:5]1[CH:11]=[CH:10][C:8]([NH2:9])=[CH:7][CH:6]=1)(=[O:4])=[O:3].P(=O)(O)(O)O.[N+]([O-])(O)=O.[N:21]([O-])=O.[Na+].[CH3:25][C:26](=[O:31])[CH2:27][C:28](=[O:30])[CH3:29].C([O-])(=O)C.[K+].C([O-])([O-])=O.[Na+].[Na+]. The catalyst is C(O)C. The product is [CH3:1][S:2]([C:5]1[CH:11]=[CH:10][C:8]([NH:9][N:21]=[C:27]([C:26](=[O:31])[CH3:25])[C:28](=[O:30])[CH3:29])=[CH:7][CH:6]=1)(=[O:3])=[O:4]. The yield is 0.950.